From a dataset of Catalyst prediction with 721,799 reactions and 888 catalyst types from USPTO. Predict which catalyst facilitates the given reaction. Reactant: [C:1]([NH:18][C@H:19]([C:23]([O:25][CH2:26][CH:27]([OH:38])[C:28]([O:30][CH2:31][C:32]1[CH:37]=[CH:36][CH:35]=[CH:34][CH:33]=1)=[O:29])=[O:24])[CH:20]([CH3:22])[CH3:21])([O:3][CH2:4][CH:5]1[C:17]2[C:12](=[CH:13][CH:14]=[CH:15][CH:16]=2)[C:11]2[C:6]1=[CH:7][CH:8]=[CH:9][CH:10]=2)=[O:2].N1C=CC=CC=1.[C:45](Cl)(=[O:63])[CH2:46][CH2:47][CH2:48][CH2:49][CH2:50][CH2:51][CH2:52][CH2:53][CH2:54][CH2:55][CH2:56][CH2:57][CH2:58][CH2:59][CH2:60][CH2:61][CH3:62].C(=O)([O-])O.[Na+]. Product: [C:1]([NH:18][C@H:19]([C:23]([O:25][CH2:26][CH:27]([O:38][C:45](=[O:63])[CH2:46][CH2:47][CH2:48][CH2:49][CH2:50][CH2:51][CH2:52][CH2:53][CH2:54][CH2:55][CH2:56][CH2:57][CH2:58][CH2:59][CH2:60][CH2:61][CH3:62])[C:28]([O:30][CH2:31][C:32]1[CH:33]=[CH:34][CH:35]=[CH:36][CH:37]=1)=[O:29])=[O:24])[CH:20]([CH3:22])[CH3:21])([O:3][CH2:4][CH:5]1[C:6]2[C:11](=[CH:10][CH:9]=[CH:8][CH:7]=2)[C:12]2[C:17]1=[CH:16][CH:15]=[CH:14][CH:13]=2)=[O:2]. The catalyst class is: 4.